Dataset: Forward reaction prediction with 1.9M reactions from USPTO patents (1976-2016). Task: Predict the product of the given reaction. (1) Given the reactants [Cl:1][C:2]1[C:3]([N:8]2[CH2:13][CH2:12][CH:11]([C:14]([O:16]CC)=[O:15])[CH:10]([OH:19])[CH2:9]2)=[N:4][CH:5]=[CH:6][CH:7]=1.C[O-].[Na+], predict the reaction product. The product is: [Cl:1][C:2]1[C:3]([N:8]2[CH2:13][CH2:12][CH:11]([C:14]([OH:16])=[O:15])[CH:10]([OH:19])[CH2:9]2)=[N:4][CH:5]=[CH:6][CH:7]=1. (2) Given the reactants [NH2:1][C:2]1[CH:6]=CN[N:3]=1.C([N:9]([CH2:12][CH3:13])CC)C.[Br:14][CH2:15][C:16](Cl)=[O:17], predict the reaction product. The product is: [Br:14][CH2:15][C:16]([NH:1][C:2]1[CH:6]=[N:9][CH:12]=[CH:13][N:3]=1)=[O:17]. (3) Given the reactants Cl.Cl.[F:3][C:4]1[CH:5]=[C:6]([CH:10]([NH2:13])[CH2:11][NH2:12])[CH:7]=[CH:8][CH:9]=1.[OH-:14].[Na+].[O:16]1[CH2:22][C:21](=O)[CH2:20][O:19][CH2:18][CH2:17]1.[CH:24](Cl)(Cl)Cl.Cl, predict the reaction product. The product is: [F:3][C:4]1[CH:5]=[C:6]([CH:10]2[NH:13][C:24](=[O:14])[C:21]3([CH2:22][O:16][CH2:17][CH2:18][O:19][CH2:20]3)[NH:12][CH2:11]2)[CH:7]=[CH:8][CH:9]=1. (4) Given the reactants [Cl:1][C:2]1[CH:7]=[CH:6][CH:5]=[C:4]([F:8])[C:3]=1[C:9]1[NH:13][C:12](=[O:14])[N:11]([C:15]2[CH:24]=[CH:23][C:18]([C:19]([O:21]C)=O)=[C:17]([O:25][CH3:26])[CH:16]=2)[N:10]=1.[F:27][C:28]1[CH:34]=[C:33]([CH3:35])[CH:32]=[CH:31][C:29]=1[NH2:30].C[Al](C)C, predict the reaction product. The product is: [Cl:1][C:2]1[CH:7]=[CH:6][CH:5]=[C:4]([F:8])[C:3]=1[C:9]1[NH:13][C:12](=[O:14])[N:11]([C:15]2[CH:24]=[CH:23][C:18]([C:19]([NH:30][C:29]3[CH:31]=[CH:32][C:33]([CH3:35])=[CH:34][C:28]=3[F:27])=[O:21])=[C:17]([O:25][CH3:26])[CH:16]=2)[N:10]=1. (5) Given the reactants C(O)(=O)C.[CH3:5][C:6]1[CH:7]=[CH:8][C:9]([O:12][CH2:13][C:14]2[CH:21]=[CH:20][C:17]([CH:18]=O)=[CH:16][CH:15]=2)=[N:10][CH:11]=1.[N+:22]([CH3:25])([O-:24])=[O:23].C([O-])(=O)C.[NH4+], predict the reaction product. The product is: [CH3:5][C:6]1[CH:7]=[CH:8][C:9]([O:12][CH2:13][C:14]2[CH:21]=[CH:20][C:17](/[CH:18]=[CH:25]/[N+:22]([O-:24])=[O:23])=[CH:16][CH:15]=2)=[N:10][CH:11]=1. (6) Given the reactants Cl[C:2]1[C:11]2[C:6](=[CH:7][C:8]([O:20][CH3:21])=[CH:9][C:10]=2[O:12][CH:13]2[CH2:18][CH2:17][N:16]([CH3:19])[CH2:15][CH2:14]2)[N:5]=[CH:4][N:3]=1.[CH3:22][C@@H:23]([NH2:30])[C:24]1[CH:29]=[CH:28][CH:27]=[CH:26][CH:25]=1, predict the reaction product. The product is: [CH3:21][O:20][C:8]1[CH:7]=[C:6]2[C:11]([C:2]([NH:30][C@@H:23]([C:24]3[CH:29]=[CH:28][CH:27]=[CH:26][CH:25]=3)[CH3:22])=[N:3][CH:4]=[N:5]2)=[C:10]([O:12][CH:13]2[CH2:18][CH2:17][N:16]([CH3:19])[CH2:15][CH2:14]2)[CH:9]=1. (7) Given the reactants [F:1][C:2]1[C:3]([CH2:14][N:15]([CH3:23])[C:16](=[O:22])[O:17][C:18]([CH3:21])([CH3:20])[CH3:19])=[CH:4][NH:5][C:6]=1[C:7]1[C:8]([F:13])=[N:9][CH:10]=[CH:11][CH:12]=1.[H-].[Na+].C1OCCOCCOCCOCCOC1.[N:41]1([S:47](Cl)(=[O:49])=[O:48])[CH2:46][CH2:45][O:44][CH2:43][CH2:42]1, predict the reaction product. The product is: [F:1][C:2]1[C:3]([CH2:14][N:15]([CH3:23])[C:16](=[O:22])[O:17][C:18]([CH3:19])([CH3:20])[CH3:21])=[CH:4][N:5]([S:47]([N:41]2[CH2:46][CH2:45][O:44][CH2:43][CH2:42]2)(=[O:49])=[O:48])[C:6]=1[C:7]1[C:8]([F:13])=[N:9][CH:10]=[CH:11][CH:12]=1.